This data is from Reaction yield outcomes from USPTO patents with 853,638 reactions. The task is: Predict the reaction yield, written as a fraction of the theoretical maximum amount of product (1.0 means a 100% yield; for example, 0.34 means a 34% yield). The reactants are [CH2:1]([N:8]1[CH2:12][CH2:11][C:10]([C:14]2[CH:19]=[CH:18][CH:17]=[CH:16][C:15]=2[S:20]([NH:23]C(C)(C)C)(=[O:22])=[O:21])(O)[CH2:9]1)[C:2]1[CH:7]=[CH:6][CH:5]=[CH:4][CH:3]=1.C(#N)C.[I-].[Na+].Cl[Si](C)(C)C. No catalyst specified. The product is [CH2:1]([N:8]1[CH2:12][CH2:11][C:10]2([C:14]3[CH:19]=[CH:18][CH:17]=[CH:16][C:15]=3[S:20](=[O:22])(=[O:21])[NH:23]2)[CH2:9]1)[C:2]1[CH:7]=[CH:6][CH:5]=[CH:4][CH:3]=1. The yield is 0.600.